Dataset: Full USPTO retrosynthesis dataset with 1.9M reactions from patents (1976-2016). Task: Predict the reactants needed to synthesize the given product. (1) The reactants are: Br[C:2]1[C:11]2[O:10][CH2:9][CH2:8][O:7][C:6]=2[CH:5]=[C:4]([Cl:12])[CH:3]=1.C([Li])CCC.[B:18](OC)([O:21]C)[O:19]C.[NH4+].[Cl-]. Given the product [Cl:12][C:4]1[CH:3]=[C:2]([B:18]([OH:21])[OH:19])[C:11]2[O:10][CH2:9][CH2:8][O:7][C:6]=2[CH:5]=1, predict the reactants needed to synthesize it. (2) Given the product [Cl:1][C:2]1[CH:3]=[C:4]2[C:9](=[CH:10][C:11]=1[O:12][C:13]1[CH:21]=[CH:20][C:16]([C:17](=[O:18])[NH:32][CH2:31][C:30]3[CH:33]=[CH:34][C:35]([Cl:36])=[C:28]([Cl:27])[CH:29]=3)=[CH:15][CH:14]=1)[O:8][CH2:7][CH2:6][CH:5]2[C:22]([O:24][CH2:25][CH3:26])=[O:23], predict the reactants needed to synthesize it. The reactants are: [Cl:1][C:2]1[CH:3]=[C:4]2[C:9](=[CH:10][C:11]=1[O:12][C:13]1[CH:21]=[CH:20][C:16]([C:17](O)=[O:18])=[CH:15][CH:14]=1)[O:8][CH2:7][CH2:6][CH:5]2[C:22]([O:24][CH2:25][CH3:26])=[O:23].[Cl:27][C:28]1[CH:29]=[C:30]([CH:33]=[CH:34][C:35]=1[Cl:36])[CH2:31][NH2:32].Cl.CN(C)CCCN=C=NCC.ON1C2N=CC=CC=2N=N1.